Dataset: Full USPTO retrosynthesis dataset with 1.9M reactions from patents (1976-2016). Task: Predict the reactants needed to synthesize the given product. (1) Given the product [CH3:19][C:20]1[C:21]([N:26]([CH2:46][O:47][CH2:48][CH2:49][O:50][CH3:51])[S:27]([C:30]2[S:31][CH:32]=[CH:33][C:34]=2[C:35]2[CH:36]=[CH:37][C:38]([CH2:53][N:5]3[C:6]4[C:11](=[C:10]([CH2:12][CH3:13])[N:9]=[C:8]([CH2:14][CH3:15])[CH:7]=4)[C:2]([Cl:1])=[CH:3][C:4]3=[O:16])=[CH:39][CH:40]=2)(=[O:29])=[O:28])=[N:22][O:23][C:24]=1[CH3:25], predict the reactants needed to synthesize it. The reactants are: [Cl:1][C:2]1[C:11]2[C:6](=[CH:7][C:8]([CH2:14][CH3:15])=[N:9][C:10]=2[CH2:12][CH3:13])[NH:5][C:4](=[O:16])[CH:3]=1.[H-].[Na+].[CH3:19][C:20]1[C:21]([N:26]([CH2:46][O:47][CH2:48][CH2:49][O:50][CH3:51])[S:27]([C:30]2[S:31][CH:32]=[CH:33][C:34]=2[C:35]2[CH:40]=[CH:39][C:38](S(C)(=O)=O)=[CH:37][C:36]=2C)(=[O:29])=[O:28])=[N:22][O:23][C:24]=1[CH3:25].O.[CH3:53]N(C)C=O. (2) Given the product [CH2:31]([Cl:30])[CH2:32][CH2:33][CH2:34][CH2:35][CH2:36][CH2:37][CH2:38][CH2:39][CH2:40][C:15]#[C:16]/[CH:17]=[CH:18]\[CH2:19][CH3:14], predict the reactants needed to synthesize it. The reactants are: [C:14]1(P([C:14]2[CH:19]=[CH:18][CH:17]=[CH:16][CH:15]=2)[C:14]2[CH:19]=[CH:18][CH:17]=[CH:16][CH:15]=2)[CH:19]=[CH:18][CH:17]=[CH:16][CH:15]=1.CCCBr.CC(C)([O-])C.[K+].[Cl:30][CH2:31][CH2:32][CH2:33][CH2:34][CH2:35][CH2:36][CH2:37][CH2:38][CH2:39][CH2:40]C#CC=O. (3) Given the product [CH2:9]([N:5]1[CH2:4][CH:3]([CH2:2][OH:1])[O:7][C:6]1=[O:8])[C:11]1[CH:17]=[CH:18][CH:13]=[CH:14][CH:15]=1, predict the reactants needed to synthesize it. The reactants are: [OH:1][CH2:2][CH:3]1[O:7][C:6](=[O:8])[N:5]([CH:9]([CH3:11])C)[CH2:4]1.C(N)[C:13]1[CH:18]=[CH:17]C=[CH:15][CH:14]=1.C(N)(C)C. (4) Given the product [Cl:1][C:2]1[CH:3]=[C:4]([CH:29]=[CH:30][C:31]=1[F:32])[CH2:5][N:6]1[CH2:15][CH2:14][C:13]2[C:8](=[C:9]([OH:27])[C:10](=[O:26])[N:11]3[CH2:19][CH:18]([CH2:20][OH:21])[O:17][C:16](=[O:25])[C:12]3=2)[C:7]1=[O:28], predict the reactants needed to synthesize it. The reactants are: [Cl:1][C:2]1[CH:3]=[C:4]([CH:29]=[CH:30][C:31]=1[F:32])[CH2:5][N:6]1[CH2:15][CH2:14][C:13]2[C:8](=[C:9]([OH:27])[C:10](=[O:26])[N:11]3[CH2:19][CH:18]([CH2:20][O:21]C(=O)C)[O:17][C:16](=[O:25])[C:12]3=2)[C:7]1=[O:28].C[O-].[Na+]. (5) Given the product [CH3:29][O:30][CH2:31][CH2:32][C:33]([NH:35][NH:36][C:26]([CH:11]1[CH2:12][CH:13]([C:15]2[CH:20]=[CH:19][C:18]([O:21][C:22]([F:24])([F:23])[F:25])=[CH:17][CH:16]=2)[CH2:14][N:9]([C:7]([N:1]2[CH2:2][CH2:3][O:4][CH2:5][CH2:6]2)=[O:8])[CH2:10]1)=[O:28])=[O:34], predict the reactants needed to synthesize it. The reactants are: [N:1]1([C:7]([N:9]2[CH2:14][CH:13]([C:15]3[CH:20]=[CH:19][C:18]([O:21][C:22]([F:25])([F:24])[F:23])=[CH:17][CH:16]=3)[CH2:12][CH:11]([C:26]([OH:28])=O)[CH2:10]2)=[O:8])[CH2:6][CH2:5][O:4][CH2:3][CH2:2]1.[CH3:29][O:30][CH2:31][CH2:32][C:33]([NH:35][NH2:36])=[O:34]. (6) Given the product [CH2:40]([O:39][CH2:27][CH2:28][CH2:29][CH2:30][CH2:31][CH2:32][CH2:33][CH2:34][CH2:35][CH2:36][C:37]1[O:22][C:17]2=[C:18]3[C:13](=[CH:14][C:15]([O:25][CH3:26])=[C:16]2[CH:38]=1)[O:12][C:11]([C:5]1[CH:6]=[CH:7][C:8]([O:9][CH3:10])=[C:3]([O:2][CH3:1])[CH:4]=1)=[CH:20][C:19]3=[O:21])[C:41]1[CH:42]=[CH:43][CH:44]=[CH:45][CH:46]=1, predict the reactants needed to synthesize it. The reactants are: [CH3:1][O:2][C:3]1[CH:4]=[C:5]([C:11]2[O:12][C:13]3[C:18]([C:19](=[O:21])[CH:20]=2)=[C:17]([O:22]C)[C:16](I)=[C:15]([O:25][CH3:26])[CH:14]=3)[CH:6]=[CH:7][C:8]=1[O:9][CH3:10].[CH2:27]([O:39][CH2:40][C:41]1[CH:46]=[CH:45][CH:44]=[CH:43][CH:42]=1)[CH2:28][CH2:29][CH2:30][CH2:31][CH2:32][CH2:33][CH2:34][CH2:35][CH2:36][C:37]#[CH:38].